From a dataset of Full USPTO retrosynthesis dataset with 1.9M reactions from patents (1976-2016). Predict the reactants needed to synthesize the given product. (1) Given the product [CH3:23][C:18]1([CH3:24])[C:19]([CH3:22])([CH3:21])[O:20][B:16]([C:2]2[CH:3]=[C:4]([CH2:8][CH2:9][OH:10])[CH:5]=[CH:6][CH:7]=2)[O:17]1, predict the reactants needed to synthesize it. The reactants are: Br[C:2]1[CH:3]=[C:4]([CH2:8][CH2:9][OH:10])[CH:5]=[CH:6][CH:7]=1.CC([O-])=O.[K+].[B:16]1([B:16]2[O:20][C:19]([CH3:22])([CH3:21])[C:18]([CH3:24])([CH3:23])[O:17]2)[O:20][C:19]([CH3:22])([CH3:21])[C:18]([CH3:24])([CH3:23])[O:17]1.CCOC(C)=O. (2) Given the product [NH2:1][C:2]1[C:3]([C:30]2[CH:31]=[CH:32][C:27]([C:26]([F:37])([F:36])[F:25])=[CH:28][CH:29]=2)=[CH:4][C:5]([CH:14]([CH2:20][CH:21]2[CH2:23][CH2:22]2)[C:15]([O:17][CH2:18][CH3:19])=[O:16])=[CH:6][C:7]=1[O:8][CH2:9][C:10]([F:13])([F:12])[F:11], predict the reactants needed to synthesize it. The reactants are: [NH2:1][C:2]1[C:7]([O:8][CH2:9][C:10]([F:13])([F:12])[F:11])=[CH:6][C:5]([CH:14]([CH2:20][CH:21]2[CH2:23][CH2:22]2)[C:15]([O:17][CH2:18][CH3:19])=[O:16])=[CH:4][C:3]=1Br.[F:25][C:26]([F:37])([F:36])[C:27]1[CH:32]=[CH:31][C:30](B(O)O)=[CH:29][CH:28]=1.[F-].[Cs+].CCOC(C)=O. (3) Given the product [CH2:11]=[O:10].[N:1]1[C:8]([NH2:9])=[N:7][C:5]([NH2:6])=[N:4][C:2]=1[NH2:3], predict the reactants needed to synthesize it. The reactants are: [N:1]1[C:8]([NH2:9])=[N:7][C:5]([NH2:6])=[N:4][C:2]=1[NH2:3].[OH2:10].[CH2:11]=O. (4) Given the product [NH2:1][C:2]1[N:7]=[CH:6][N:5]=[C:4]([NH:8][CH:9]([C:11]2[C:20]([C:21]3[CH:26]=[CH:25][CH:24]=[CH:23][N:22]=3)=[C:19]([C:27]([OH:29])=[O:28])[C:18]3[C:13](=[CH:14][CH:15]=[C:16]([F:31])[CH:17]=3)[N:12]=2)[CH3:10])[C:3]=1[C:32]#[N:33], predict the reactants needed to synthesize it. The reactants are: [NH2:1][C:2]1[N:7]=[CH:6][N:5]=[C:4]([NH:8][CH:9]([C:11]2[C:20]([C:21]3[CH:26]=[CH:25][CH:24]=[CH:23][N:22]=3)=[C:19]([C:27]([O:29]C)=[O:28])[C:18]3[C:13](=[CH:14][CH:15]=[C:16]([F:31])[CH:17]=3)[N:12]=2)[CH3:10])[C:3]=1[C:32]#[N:33].[Li+].[I-]. (5) The reactants are: O/[N:2]=[C:3](/[C:15]1[CH:20]=[CH:19][CH:18]=[CH:17][CH:16]=1)\[CH2:4][CH2:5][CH2:6][NH:7][C:8](=[O:14])[O:9][C:10]([CH3:13])([CH3:12])[CH3:11]. Given the product [NH2:2][CH:3]([C:15]1[CH:20]=[CH:19][CH:18]=[CH:17][CH:16]=1)[CH2:4][CH2:5][CH2:6][NH:7][C:8](=[O:14])[O:9][C:10]([CH3:13])([CH3:11])[CH3:12], predict the reactants needed to synthesize it. (6) Given the product [Cl:20][C:17]1[CH:18]=[CH:19][C:14]([C:13]2[CH:12]=[N:11][N:10]3[C:31](=[O:32])[C:30]([C:27]4[CH:28]=[CH:29][C:24]([F:23])=[CH:25][CH:26]=4)=[N:22][N:21]=[C:9]3[C:8]=2[C:5]2[CH:4]=[CH:3][C:2]([Cl:1])=[CH:7][CH:6]=2)=[CH:15][CH:16]=1, predict the reactants needed to synthesize it. The reactants are: [Cl:1][C:2]1[CH:7]=[CH:6][C:5]([C:8]2[C:13]([C:14]3[CH:19]=[CH:18][C:17]([Cl:20])=[CH:16][CH:15]=3)=[CH:12][N:11]=[N:10][C:9]=2[NH:21][NH2:22])=[CH:4][CH:3]=1.[F:23][C:24]1[CH:29]=[CH:28][C:27]([C:30](=O)[C:31](O)=[O:32])=[CH:26][CH:25]=1.